From a dataset of Reaction yield outcomes from USPTO patents with 853,638 reactions. Predict the reaction yield, written as a fraction of the theoretical maximum amount of product (1.0 means a 100% yield; for example, 0.34 means a 34% yield). (1) The reactants are N1C(N)=C2C(N=CN2)=NC=1.[CH3:11][C@@H:12]([O:24]CP(O)(O)=O)[CH2:13][N:14]1[C:18]2[N:19]=[CH:20][N:21]=[C:22]([NH2:23])[C:17]=2[N:16]=[CH:15]1.CC(C)([O-])C.[Mg+2].CC(C)([O-])C.C1(=O)O[C@H](C)CO1.CS(O)(=O)=O. The catalyst is CN(C=O)C.[OH-].[Na+].C1(C)C=CC=CC=1. The product is [OH:24][C@H:12]([CH3:11])[CH2:13][N:14]1[CH:15]=[N:16][C:17]2[C:18]1=[N:19][CH:20]=[N:21][C:22]=2[NH2:23]. The yield is 0.750. (2) The reactants are [Br:1][C:2]1[S:3][C:4]([Br:16])=[CH:5][C:6]=1[CH2:7][CH2:8][CH2:9][CH2:10][CH2:11][CH2:12]CCBr.[F:17][C:18]1[CH:23]=[CH:22][C:21](/[CH:24]=[C:25](/[C:28]2[CH:33]=[CH:32][C:31]([OH:34])=[CH:30][CH:29]=2)\[C:26]#[N:27])=[CH:20][CH:19]=1.C([O-])([O-])=O.[K+].[K+]. The catalyst is CN(C)C=O.Cl. The product is [Br:1][C:2]1[S:3][C:4]([Br:16])=[CH:5][C:6]=1[CH2:7][CH2:8][CH2:9][CH2:10][CH2:11][CH2:12][O:34][C:31]1[CH:32]=[CH:33][C:28](/[C:25](=[CH:24]/[C:21]2[CH:20]=[CH:19][C:18]([F:17])=[CH:23][CH:22]=2)/[C:26]#[N:27])=[CH:29][CH:30]=1. The yield is 0.850. (3) The reactants are [Cl:1][C:2]1[N:10]=[C:9]2[C:5]([N:6]=[CH:7][N:8]2[CH3:11])=[C:4](Cl)[N:3]=1.[NH2:13][CH2:14][C:15]1[CH:16]=[N:17][CH:18]=[CH:19][CH:20]=1.C(N(CC)CC)C. The catalyst is CCCCO. The product is [Cl:1][C:2]1[N:10]=[C:9]2[C:5]([N:6]=[CH:7][N:8]2[CH3:11])=[C:4]([NH:13][CH2:14][C:15]2[CH:16]=[N:17][CH:18]=[CH:19][CH:20]=2)[N:3]=1. The yield is 0.780.